From a dataset of Reaction yield outcomes from USPTO patents with 853,638 reactions. Predict the reaction yield, written as a fraction of the theoretical maximum amount of product (1.0 means a 100% yield; for example, 0.34 means a 34% yield). The catalyst is [C].[Pd].C(O)C. The reactants are [CH3:1][O:2][C:3](=[O:15])[CH:4]=[C:5]1[CH2:14][CH2:13][C:8]2([O:12][CH2:11][CH2:10][O:9]2)[CH2:7][CH2:6]1.[H][H]. The product is [CH3:1][O:2][C:3](=[O:15])[CH2:4][CH:5]1[CH2:14][CH2:13][C:8]2([O:9][CH2:10][CH2:11][O:12]2)[CH2:7][CH2:6]1. The yield is 0.750.